Task: Predict the product of the given reaction.. Dataset: Forward reaction prediction with 1.9M reactions from USPTO patents (1976-2016) Given the reactants [NH2:1][C:2]1[C:3]2[N:4]([C:8]([C@H:12]3[CH2:17][N:16]4[C:18](=[O:23])[O:19][C:20]([CH3:22])([CH3:21])[C@@H:15]4[CH2:14][CH2:13]3)=[N:9][C:10]=2Br)[CH:5]=[CH:6][N:7]=1.[CH3:24][O:25][C:26]1[CH:27]=[C:28]([CH:42]=[CH:43][C:44]=1B1OC(C)(C)C(C)(C)O1)[C:29]([NH:31][C:32]1[CH:37]=[C:36]([C:38]([F:41])([F:40])[F:39])[CH:35]=[CH:34][N:33]=1)=[O:30].C([O-])([O-])=O.[K+].[K+], predict the reaction product. The product is: [NH2:1][C:2]1[C:3]2[N:4]([C:8]([C@H:12]3[CH2:17][N:16]4[C:18](=[O:23])[O:19][C:20]([CH3:22])([CH3:21])[C@@H:15]4[CH2:14][CH2:13]3)=[N:9][C:10]=2[C:44]2[CH:43]=[CH:42][C:28]([C:29]([NH:31][C:32]3[CH:37]=[C:36]([C:38]([F:41])([F:39])[F:40])[CH:35]=[CH:34][N:33]=3)=[O:30])=[CH:27][C:26]=2[O:25][CH3:24])[CH:5]=[CH:6][N:7]=1.